This data is from Forward reaction prediction with 1.9M reactions from USPTO patents (1976-2016). The task is: Predict the product of the given reaction. (1) Given the reactants Cl[C:2]1[C:3]([C:11]2[CH:16]=[CH:15][CH:14]=[CH:13][CH:12]=2)=[CH:4][C:5]2[N:6]([CH:8]=[CH:9][N:10]=2)[N:7]=1.[C:17]([O:21][C:22](=[O:43])[NH:23][C:24]1([C:28]2[CH:33]=[CH:32][C:31](B3OC(C)(C)C(C)(C)O3)=[CH:30][CH:29]=2)[CH2:27][CH2:26][CH2:25]1)([CH3:20])([CH3:19])[CH3:18].C(=O)([O-])[O-].[Na+].[Na+], predict the reaction product. The product is: [C:17]([O:21][C:22](=[O:43])[NH:23][C:24]1([C:28]2[CH:29]=[CH:30][C:31]([C:2]3[C:3]([C:11]4[CH:16]=[CH:15][CH:14]=[CH:13][CH:12]=4)=[CH:4][C:5]4[N:6]([CH:8]=[CH:9][N:10]=4)[N:7]=3)=[CH:32][CH:33]=2)[CH2:25][CH2:26][CH2:27]1)([CH3:20])([CH3:18])[CH3:19]. (2) The product is: [C:1]([C:3]1[CH:16]=[C:15]([F:17])[C:14]([N:18]2[C:23](=[O:24])[CH:22]=[C:21]([C:25]([F:27])([F:28])[F:26])[N:20]([CH3:29])[C:19]2=[O:30])=[CH:13][C:4]=1[O:5][C:6]1[CH:7]=[C:8]([CH:9]=[CH:10][CH:11]=1)[O:12][CH2:32][C:33]([O:35][CH3:36])=[O:34])#[N:2]. Given the reactants [C:1]([C:3]1[CH:16]=[C:15]([F:17])[C:14]([N:18]2[C:23](=[O:24])[CH:22]=[C:21]([C:25]([F:28])([F:27])[F:26])[N:20]([CH3:29])[C:19]2=[O:30])=[CH:13][C:4]=1[O:5][C:6]1[CH:7]=[C:8]([OH:12])[CH:9]=[CH:10][CH:11]=1)#[N:2].Br[CH2:32][C:33]([O:35][CH3:36])=[O:34].C(=O)([O-])[O-].[K+].[K+], predict the reaction product. (3) Given the reactants [NH2:1][C:2]1[CH:7]=[C:6]([NH:8][C:9]([C:11]2[N:23]([CH2:24][C:25]3[CH:30]=[CH:29][CH:28]=[C:27]([F:31])[CH:26]=3)[C:14]3=[N:15][CH:16]=[C:17]([C:19]([F:22])([F:21])[F:20])[CH:18]=[C:13]3[CH:12]=2)=[O:10])[CH:5]=[CH:4][N:3]=1.Br[CH:33]([CH3:37])[C:34](=O)[CH3:35], predict the reaction product. The product is: [CH3:37][C:33]1[N:1]=[C:2]2[CH:7]=[C:6]([NH:8][C:9]([C:11]3[N:23]([CH2:24][C:25]4[CH:30]=[CH:29][CH:28]=[C:27]([F:31])[CH:26]=4)[C:14]4=[N:15][CH:16]=[C:17]([C:19]([F:22])([F:20])[F:21])[CH:18]=[C:13]4[CH:12]=3)=[O:10])[CH:5]=[CH:4][N:3]2[C:34]=1[CH3:35]. (4) Given the reactants C(OC([NH:8][C:9](=[NH:34])[C:10]1[CH:15]=[CH:14][C:13]([NH:16][CH:17]([C:21]2[CH:26]=[C:25]([O:27][CH3:28])[CH:24]=[CH:23][C:22]=2[O:29][CH2:30][C:31]([OH:33])=[O:32])[C:18]([OH:20])=[O:19])=[CH:12][CH:11]=1)=O)(C)(C)C.C(O)(C(F)(F)F)=O, predict the reaction product. The product is: [C:9]([C:10]1[CH:11]=[CH:12][C:13]([NH:16][CH:17]([C:21]2[CH:26]=[C:25]([O:27][CH3:28])[CH:24]=[CH:23][C:22]=2[O:29][CH2:30][C:31]([OH:33])=[O:32])[C:18]([OH:20])=[O:19])=[CH:14][CH:15]=1)(=[NH:8])[NH2:34]. (5) Given the reactants [Cl-].O[NH3+:3].[C:4](=[O:7])([O-])[OH:5].[Na+].CS(C)=O.[CH3:13][CH:14]1[CH2:19][CH:18]([N:20]2[C:25](=[O:26])[C:24]([CH2:27][C:28]3[CH:33]=[CH:32][C:31]([C:34]4[C:35]([C:40]#[N:41])=[CH:36][CH:37]=[CH:38][CH:39]=4)=[CH:30][CH:29]=3)=[C:23]([CH2:42][CH2:43][CH3:44])[N:22]3[N:45]=[CH:46][N:47]=[C:21]23)[CH2:17][CH2:16][O:15]1, predict the reaction product. The product is: [CH3:13][CH:14]1[CH2:19][CH:18]([N:20]2[C:25](=[O:26])[C:24]([CH2:27][C:28]3[CH:29]=[CH:30][C:31]([C:34]4[CH:39]=[CH:38][CH:37]=[CH:36][C:35]=4[C:40]4[NH:3][C:4](=[O:7])[O:5][N:41]=4)=[CH:32][CH:33]=3)=[C:23]([CH2:42][CH2:43][CH3:44])[N:22]3[N:45]=[CH:46][N:47]=[C:21]23)[CH2:17][CH2:16][O:15]1. (6) The product is: [Cl:20][C:16]1[CH:15]=[C:14]([CH:13]=[CH:12][C:11]([N:10]2[CH2:9][CH2:8][N:7]([C:22]3[C:27]([C:28]#[N:29])=[N:26][CH:25]=[CH:24][N:23]=3)[CH2:6][CH:5]2[C:3]([OH:4])=[O:2])=[O:21])[CH:19]=[CH:18][CH:17]=1. Given the reactants C[O:2][C:3]([CH:5]1[N:10]([C:11](=[O:21])[CH:12]=[CH:13][C:14]2[CH:19]=[CH:18][CH:17]=[C:16]([Cl:20])[CH:15]=2)[CH2:9][CH2:8][N:7]([C:22]2[C:27]([C:28]#[N:29])=[N:26][CH:25]=[CH:24][N:23]=2)[CH2:6]1)=[O:4].[Li+].[OH-].Cl, predict the reaction product.